From a dataset of Merck oncology drug combination screen with 23,052 pairs across 39 cell lines. Regression. Given two drug SMILES strings and cell line genomic features, predict the synergy score measuring deviation from expected non-interaction effect. (1) Drug 1: O=P1(N(CCCl)CCCl)NCCCO1. Drug 2: COC1=C2CC(C)CC(OC)C(O)C(C)C=C(C)C(OC(N)=O)C(OC)C=CC=C(C)C(=O)NC(=CC1=O)C2=O. Cell line: RKO. Synergy scores: synergy=-2.13. (2) Drug 1: O=P1(N(CCCl)CCCl)NCCCO1. Drug 2: CS(=O)(=O)CCNCc1ccc(-c2ccc3ncnc(Nc4ccc(OCc5cccc(F)c5)c(Cl)c4)c3c2)o1. Cell line: OVCAR3. Synergy scores: synergy=3.58. (3) Drug 1: NC(=O)c1cccc2cn(-c3ccc(C4CCCNC4)cc3)nc12. Drug 2: CCC1(O)C(=O)OCc2c1cc1n(c2=O)Cc2cc3c(CN(C)C)c(O)ccc3nc2-1. Cell line: SW620. Synergy scores: synergy=11.2. (4) Drug 1: CCc1c2c(nc3ccc(O)cc13)-c1cc3c(c(=O)n1C2)COC(=O)C3(O)CC. Drug 2: CCc1cnn2c(NCc3ccc[n+]([O-])c3)cc(N3CCCCC3CCO)nc12. Cell line: A427. Synergy scores: synergy=-8.09.